Dataset: Full USPTO retrosynthesis dataset with 1.9M reactions from patents (1976-2016). Task: Predict the reactants needed to synthesize the given product. (1) Given the product [Cl:1][C:2]1[CH:7]=[C:6]([CH2:8][C:14]([C:13]2[CH:19]=[CH:20][C:10]([F:9])=[CH:11][CH:12]=2)=[O:15])[CH:5]=[CH:4][N:3]=1, predict the reactants needed to synthesize it. The reactants are: [Cl:1][C:2]1[CH:7]=[C:6]([CH3:8])[CH:5]=[CH:4][N:3]=1.[F:9][C:10]1[CH:20]=[CH:19][C:13]([C:14](OCC)=[O:15])=[CH:12][CH:11]=1. (2) Given the product [CH3:1][N:2]1[C:6]([C:7]2[CH:8]=[C:9]([NH:13][C:14]([NH:16][CH2:17][C@@H:18]3[CH2:23][CH2:22][CH2:21][CH2:20][C@H:19]3[N:24]([CH2:25][CH2:26][CH2:27][C:28]3[CH:29]=[CH:30][C:31]([F:34])=[CH:32][CH:33]=3)[CH3:37])=[O:15])[CH:10]=[CH:11][CH:12]=2)=[N:5][N:4]=[N:3]1, predict the reactants needed to synthesize it. The reactants are: [CH3:1][N:2]1[C:6]([C:7]2[CH:8]=[C:9]([NH:13][C:14]([NH:16][CH2:17][C@@H:18]3[CH2:23][CH2:22][CH2:21][CH2:20][C@H:19]3[NH:24][CH2:25][CH2:26][CH2:27][C:28]3[CH:33]=[CH:32][C:31]([F:34])=[CH:30][CH:29]=3)=[O:15])[CH:10]=[CH:11][CH:12]=2)=[N:5][N:4]=[N:3]1.C=O.[C:37]([BH3-])#N.[Na+]. (3) Given the product [F:5][C:6]1[C:14]2[CH2:13][CH2:12][S:11][C:10]=2[C:9]([OH:15])=[CH:8][CH:7]=1, predict the reactants needed to synthesize it. The reactants are: B(Br)(Br)Br.[F:5][C:6]1[C:14]2[CH2:13][CH2:12][S:11][C:10]=2[C:9]([O:15]C)=[CH:8][CH:7]=1.OC1C2N=CSC=2C=CC=1. (4) Given the product [N+:1]([C:4]1[CH:5]=[C:6]([O:10][CH2:18][CH2:19][Cl:20])[CH:7]=[CH:8][CH:9]=1)([O-:3])=[O:2], predict the reactants needed to synthesize it. The reactants are: [N+:1]([C:4]1[CH:5]=[C:6]([OH:10])[CH:7]=[CH:8][CH:9]=1)([O-:3])=[O:2].C([O-])([O-])=O.[K+].[K+].Br[CH2:18][CH2:19][Cl:20]. (5) Given the product [ClH:13].[Cl:13][CH2:9][C:3]1[C:2]([F:1])=[CH:7][C:6]([F:8])=[CH:5][N:4]=1, predict the reactants needed to synthesize it. The reactants are: [F:1][C:2]1[C:3]([CH2:9]O)=[N:4][CH:5]=[C:6]([F:8])[CH:7]=1.S(Cl)([Cl:13])=O. (6) Given the product [C:1]([O:5][C:6](=[O:24])[NH:7][CH2:8][CH2:9][NH:10][CH2:11][C:12]1[O:20][C:19]2[C:18]([C:30]3[CH:29]=[CH:28][C:27]([O:26][CH3:25])=[C:32]([O:33][CH3:34])[CH:31]=3)=[CH:17][N:16]([CH3:22])[C:15](=[O:23])[C:14]=2[CH:13]=1)([CH3:4])([CH3:3])[CH3:2], predict the reactants needed to synthesize it. The reactants are: [C:1]([O:5][C:6](=[O:24])[NH:7][CH2:8][CH2:9][NH:10][CH2:11][C:12]1[O:20][C:19]2[C:18](Br)=[CH:17][N:16]([CH3:22])[C:15](=[O:23])[C:14]=2[CH:13]=1)([CH3:4])([CH3:3])[CH3:2].[CH3:25][O:26][C:27]1[CH:28]=[C:29](B(O)O)[CH:30]=[CH:31][C:32]=1[O:33][CH3:34].C(=O)([O-])[O-].[K+].[K+]. (7) Given the product [F:33][C:31]1[CH:30]=[C:29]([F:34])[CH:28]=[C:27]2[C:32]=1[C:23]([NH:15][C:14]1[C:9]([C:5]3[CH:6]=[N:7][CH:8]=[C:3]([O:2][CH3:1])[CH:4]=3)=[N:10][CH:11]=[C:12]([N:16]3[CH2:21][CH2:20][O:19][CH2:18][CH2:17]3)[CH:13]=1)=[C:24]([CH3:41])[C:25]([C:35]1[CH:40]=[CH:39][CH:38]=[CH:37][N:36]=1)=[N:26]2, predict the reactants needed to synthesize it. The reactants are: [CH3:1][O:2][C:3]1[CH:4]=[C:5]([C:9]2[C:14]([NH2:15])=[CH:13][C:12]([N:16]3[CH2:21][CH2:20][O:19][CH2:18][CH2:17]3)=[CH:11][N:10]=2)[CH:6]=[N:7][CH:8]=1.Cl[C:23]1[C:32]2[C:27](=[CH:28][C:29]([F:34])=[CH:30][C:31]=2[F:33])[N:26]=[C:25]([C:35]2[CH:40]=[CH:39][CH:38]=[CH:37][N:36]=2)[C:24]=1[CH3:41].C1(P(C2CCCCC2)C2C=CC=CC=2C2C(C(C)C)=CC(C(C)C)=CC=2C(C)C)CCCCC1.CC(C)([O-])C.[Na+]. (8) Given the product [C:20]1([C:28]2[CH:29]=[CH:30][CH:31]=[CH:32][CH:33]=2)[CH:21]=[CH:22][C:23]([CH2:26][NH:27][C:2]2[N:3]([C:12]3[N:13]=[CH:14][N:15]=[C:16]([NH2:19])[C:17]=3[N:18]=2)[C@@H:4]2[O:11][C@H:8]([CH2:9][OH:10])[C@@H:6]([OH:7])[CH2:5]2)=[CH:24][CH:25]=1, predict the reactants needed to synthesize it. The reactants are: Br[C:2]1[N:3]([C:12]2[N:13]=[CH:14][N:15]=[C:16]([NH2:19])[C:17]=2[N:18]=1)[C@@H:4]1[O:11][C@H:8]([CH2:9][OH:10])[C@@H:6]([OH:7])[CH2:5]1.[C:20]1([C:28]2[CH:33]=[CH:32][CH:31]=[CH:30][CH:29]=2)[CH:25]=[CH:24][C:23]([CH2:26][NH2:27])=[CH:22][CH:21]=1.C(N(CC)C(C)C)(C)C. (9) The reactants are: [C:1]([NH:7][C:8]1([C:13]([OH:15])=O)[CH2:12][CH2:11][CH2:10][CH2:9]1)(=[O:6])[CH2:2][CH2:3][CH2:4][CH3:5].[NH2:16][CH2:17][C:18]1[CH:23]=[CH:22][C:21]([C:24]2[CH:31]=[CH:30][CH:29]=[CH:28][C:25]=2[C:26]#[N:27])=[CH:20][CH:19]=1.O1CCCC1. Given the product [C:26]([C:25]1[CH:28]=[CH:29][CH:30]=[CH:31][C:24]=1[C:21]1[CH:20]=[CH:19][C:18]([CH2:17][NH:16][C:13]([C:8]2([NH:7][C:1](=[O:6])[CH2:2][CH2:3][CH2:4][CH3:5])[CH2:9][CH2:10][CH2:11][CH2:12]2)=[O:15])=[CH:23][CH:22]=1)#[N:27], predict the reactants needed to synthesize it. (10) Given the product [CH3:55][S:56]([OH:59])(=[O:58])=[O:57].[Cl:1][C:2]1[C:39]([C:40]([F:41])([F:43])[F:42])=[CH:38][CH:37]=[CH:36][C:3]=1[CH2:4][N:5]([CH2:22][CH:23]([C:24]1[CH:29]=[CH:28][CH:27]=[CH:26][CH:25]=1)[C:30]1[CH:31]=[CH:32][CH:33]=[CH:34][CH:35]=1)[CH2:6][CH2:7][CH2:8][O:9][C:10]1[CH:15]=[CH:14][CH:13]=[C:12]([N:16]2[CH2:17][CH2:18][N:19]([CH3:46])[CH2:20][CH2:21]2)[CH:11]=1, predict the reactants needed to synthesize it. The reactants are: [Cl:1][C:2]1[C:39]([C:40]([F:43])([F:42])[F:41])=[CH:38][CH:37]=[CH:36][C:3]=1[CH2:4][N:5]([CH2:22][CH:23]([C:30]1[CH:35]=[CH:34][CH:33]=[CH:32][CH:31]=1)[C:24]1[CH:29]=[CH:28][CH:27]=[CH:26][CH:25]=1)[CH2:6][CH2:7][CH2:8][O:9][C:10]1[CH:15]=[CH:14][CH:13]=[C:12]([N:16]2[CH2:21][CH2:20][NH:19][CH2:18][CH2:17]2)[CH:11]=1.IC.[CH:46](N(C(C)C)CC)(C)C.[CH3:55][S:56]([OH:59])(=[O:58])=[O:57].